The task is: Binary Classification. Given a drug SMILES string, predict its activity (active/inactive) in a high-throughput screening assay against a specified biological target.. This data is from HIV replication inhibition screening data with 41,000+ compounds from the AIDS Antiviral Screen. (1) The molecule is CN(C)CC(=O)N1CC(COS(C)(=O)=O)c2ccc(O)cc21. The result is 0 (inactive). (2) The drug is CNC(=N)c1ccc(NC(=N)c2cccc(C(=N)Nc3ccc(C(=N)NC)cc3)c2)cc1. The result is 0 (inactive). (3) The drug is O=C1c2ccccc2C(c2ccccc2)C1c1ccccc1. The result is 0 (inactive). (4) The drug is CN1CCN(CCSC2Cc3cc(Cl)ccc3Sc3ccccc32)CC1. The result is 0 (inactive). (5) The molecule is CCOC(=O)CCC(NC(=O)OCc1ccccc1)C(=O)NC(CCC(=O)OCC)C(=O)NC(CCC(=O)OCC)C(=O)NNC(=O)OC(C)(C)C. The result is 0 (inactive). (6) The compound is CC(C)COC(=O)N1N=NC2C3OC(CC3=O)C21. The result is 0 (inactive). (7) The drug is O=c1ccc2cc3ccc4cccc5ccc(c2o1)c3c45. The result is 0 (inactive). (8) The molecule is CN(N=Cc1ccc2ccccc2c1)C1=NCCCN1.I. The result is 0 (inactive). (9) The drug is Cn1c(=O)sc2cc(C(=S)N3CCC(Cc4ccccc4)CC3)ccc21. The result is 0 (inactive). (10) The compound is CNC1C(O)C(NC)C2OC3(O)C(=O)CC(C)OC3OC2C1O.O=S(=O)(O)O. The result is 0 (inactive).